Predict which catalyst facilitates the given reaction. From a dataset of Catalyst prediction with 721,799 reactions and 888 catalyst types from USPTO. (1) Product: [C:1]([O:5][C:6]([N:8]1[CH2:9][CH2:10][C:11]2[CH:18]=[C:17]([N:19]([CH3:20])[CH3:21])[C:16]([NH:22][S:30]([C:33]3[CH:34]=[CH:35][C:36]([C:37]([OH:39])=[O:38])=[CH:40][CH:41]=3)(=[O:32])=[O:31])=[CH:15][C:12]=2[CH2:13][CH2:14]1)=[O:7])([CH3:4])([CH3:3])[CH3:2]. Reactant: [C:1]([O:5][C:6]([N:8]1[CH2:14][CH2:13][C:12]2[CH:15]=[C:16]([NH2:22])[C:17]([N:19]([CH3:21])[CH3:20])=[CH:18][C:11]=2[CH2:10][CH2:9]1)=[O:7])([CH3:4])([CH3:3])[CH3:2].N1C=CC=CC=1.Cl[S:30]([C:33]1[CH:41]=[CH:40][C:36]([C:37]([OH:39])=[O:38])=[CH:35][CH:34]=1)(=[O:32])=[O:31]. The catalyst class is: 4. (2) Reactant: Cl.Cl.[NH2:3][CH:4]([CH3:15])[CH2:5][C:6]([C:8]1[CH:9]=[N:10][CH:11]=[CH:12][C:13]=1Cl)=[O:7].C(N(C(C)C)CC)(C)C. Product: [O:7]=[C:6]1[C:8]2[C:13](=[CH:12][CH:11]=[N:10][CH:9]=2)[NH:3][CH:4]([CH3:15])[CH2:5]1. The catalyst class is: 6.